This data is from Full USPTO retrosynthesis dataset with 1.9M reactions from patents (1976-2016). The task is: Predict the reactants needed to synthesize the given product. (1) Given the product [CH3:13][C:6]1([CH3:14])[CH2:7][CH2:8][C:9](=[O:12])[C:10]2[CH:11]=[C:2](/[CH:16]=[CH:15]/[C:17]3[CH:27]=[CH:26][C:20]([C:21]([O:23][CH2:24][CH3:25])=[O:22])=[CH:19][CH:18]=3)[CH:3]=[CH:4][C:5]1=2, predict the reactants needed to synthesize it. The reactants are: Br[C:2]1[CH:11]=[C:10]2[C:5]([C:6]([CH3:14])([CH3:13])[CH2:7][CH2:8][C:9]2=[O:12])=[CH:4][CH:3]=1.[CH:15]([C:17]1[CH:27]=[CH:26][C:20]([C:21]([O:23][CH2:24][CH3:25])=[O:22])=[CH:19][CH:18]=1)=[CH2:16].CC1C=CC=CC=1P(C1C=CC=CC=1C)C1C=CC=CC=1C. (2) Given the product [CH3:23][C:21]1([CH3:24])[O:20][C@H:19]2[C@H:15]([N:10]3[CH:9]=[N:8][C:7]4[C:11]3=[N:12][CH:13]=[N:14][C:6]=4[NH:4][CH2:3][CH2:50][CH2:49][C:43]3[CH:48]=[CH:47][CH:46]=[CH:45][CH:44]=3)[O:16][C@H:17]([CH2:25][S:26][C@@H:27]3[CH2:31][N:30]([C:32]([O:34][C:35]([CH3:38])([CH3:36])[CH3:37])=[O:33])[C@H:29]([C:39]([O:41][CH3:42])=[O:40])[CH2:28]3)[C@H:18]2[O:22]1, predict the reactants needed to synthesize it. The reactants are: N1N=[CH:3][N:4]([C:6]2[N:14]=[CH:13][N:12]=[C:11]3[C:7]=2[N:8]=[CH:9][N:10]3[C@H:15]2[C@@H:19]3[O:20][C:21]([CH3:24])([CH3:23])[O:22][C@@H:18]3[C@@H:17]([CH2:25][S:26][C@@H:27]3[CH2:31][N:30]([C:32]([O:34][C:35]([CH3:38])([CH3:37])[CH3:36])=[O:33])[C@H:29]([C:39]([O:41][CH3:42])=[O:40])[CH2:28]3)[O:16]2)C=1.[C:43]1([CH2:49][CH2:50]CN)[CH:48]=[CH:47][CH:46]=[CH:45][CH:44]=1.